The task is: Binary Classification. Given two protein amino acid sequences, predict whether they physically interact or not.. This data is from Human Reference Interactome with 51,813 positive PPI pairs across 8,248 proteins, plus equal number of experimentally-validated negative pairs. Protein 1 (ENSG00000110079) has sequence MHQTYSRHCRPEESTFSAAMTTMQGMEQAMPGAGPGVPQLGNMAVIHSHLWKGLQEKFLKGEPKVLGVVQILTALMSLSMGITMMCMASNTYGSNPISVYIGYTIWGSVMFIISGSLSIAAGIRTTKGLVRGSLGMNITSSVLAASGILINTFSLAFYSFHHPYCNYYGNSNNCHGTMSILMGLDGMVLLLSVLEFCIAVSLSAFGCKVLCCTPGGVVLILPSHSHMAETASPTPLNEV*MHQTYSRHCRPEERWSQEGWNIPANGFNICRCLNIGMKLRLWNNLNKSNILGALKIKRRE.... Protein 2 (ENSG00000168591) has sequence MELSDVTLIEGVGNEVMVVAGVVVLILALVLAWLSTYVADSGSNQLLGAIVSAGDTSVLHLGHVDHLVAGQGNPEPTELPHPSEGNDEKAEEAGEGRGDSTGEAGAGGGVEPSLEHLLDIQGLPKRQAGAGSSSPEAPLRSEDSTCLPPSPGLITVRLKFLNDTEELAVARPEDTVGALKSKYFPGQESQMKLIYQGRLLQDPARTLRSLNITDNCVIHCHRSPPGSAVPGPSASLAPSATEPPSLGVNVGSLMVPVFVVLLGVVWYFRINYRQFFTAPATVSLVGVTVFFSFLVFGMYG.... Result: 1 (the proteins interact).